This data is from Forward reaction prediction with 1.9M reactions from USPTO patents (1976-2016). The task is: Predict the product of the given reaction. (1) Given the reactants [F:1][C:2]1[CH:7]=[CH:6][C:5]([CH:8]([N:32]2[CH2:37][CH2:36][N:35]([CH:38]([CH3:40])[CH3:39])[CH2:34][CH2:33]2)[CH2:9][N:10]2[CH2:15][CH2:14][N:13]([CH2:16][CH2:17][CH2:18][CH2:19][C:20]3[C:29]4[C:24](=[CH:25][CH:26]=[CH:27][CH:28]=4)[CH:23]=[CH:22][C:21]=3[O:30][CH3:31])[CH2:12][CH2:11]2)=[CH:4][CH:3]=1.[ClH:41].C(OCC)(=O)C, predict the reaction product. The product is: [ClH:41].[ClH:41].[ClH:41].[ClH:41].[F:1][C:2]1[CH:3]=[CH:4][C:5]([CH:8]([N:32]2[CH2:37][CH2:36][N:35]([CH:38]([CH3:40])[CH3:39])[CH2:34][CH2:33]2)[CH2:9][N:10]2[CH2:15][CH2:14][N:13]([CH2:16][CH2:17][CH2:18][CH2:19][C:20]3[C:29]4[C:24](=[CH:25][CH:26]=[CH:27][CH:28]=4)[CH:23]=[CH:22][C:21]=3[O:30][CH3:31])[CH2:12][CH2:11]2)=[CH:6][CH:7]=1. (2) Given the reactants [NH2:1][C@H:2]([C:7]1[CH:12]=[C:11]([C:13]([CH3:16])([CH3:15])[CH3:14])[CH:10]=[C:9]([Br:17])[CH:8]=1)[CH2:3][C:4]([OH:6])=[O:5].[CH2:18](O)[CH3:19], predict the reaction product. The product is: [CH2:18]([O:5][C:4](=[O:6])[CH2:3][C@H:2]([NH2:1])[C:7]1[CH:12]=[C:11]([C:13]([CH3:14])([CH3:16])[CH3:15])[CH:10]=[C:9]([Br:17])[CH:8]=1)[CH3:19]. (3) The product is: [CH3:1][O:2][C:3](=[O:12])[C:4]1[CH:9]=[CH:8][C:7]([Br:10])=[CH:6][C:5]=1[CH2:11][Br:20]. Given the reactants [CH3:1][O:2][C:3](=[O:12])[C:4]1[CH:9]=[CH:8][C:7]([Br:10])=[CH:6][C:5]=1[CH3:11].C1C(=O)N([Br:20])C(=O)C1, predict the reaction product. (4) Given the reactants Cl.[NH2:2][C@H:3]([C:8]([OH:10])=[O:9])[CH2:4][CH2:5][CH2:6][NH2:7].[OH-].[Ca+2].[OH-], predict the reaction product. The product is: [NH2:2][C@H:3]([C:8]([OH:10])=[O:9])[CH2:4][CH2:5][CH2:6][NH2:7].